From a dataset of Reaction yield outcomes from USPTO patents with 853,638 reactions. Predict the reaction yield, written as a fraction of the theoretical maximum amount of product (1.0 means a 100% yield; for example, 0.34 means a 34% yield). (1) The reactants are [CH2:1]([O:3][C:4]([C:6]1[CH:7]=[N:8][N:9]([C:11]2[N:15]([CH2:16][O:17][CH2:18][CH2:19][O:20][CH3:21])[C:14]3[CH:22]=[C:23]([Cl:34])[C:24]([N:26]=[CH:27][C:28]4[CH:33]=[CH:32][CH:31]=[CH:30][CH:29]=4)=[CH:25][C:13]=3[N:12]=2)[CH:10]=1)=[O:5])[CH3:2].[BH4-].[Na+]. The catalyst is C(O)C. The product is [CH2:1]([O:3][C:4]([C:6]1[CH:7]=[N:8][N:9]([C:11]2[N:15]([CH2:16][O:17][CH2:18][CH2:19][O:20][CH3:21])[C:14]3[CH:22]=[C:23]([Cl:34])[C:24]([NH:26][CH2:27][C:28]4[CH:33]=[CH:32][CH:31]=[CH:30][CH:29]=4)=[CH:25][C:13]=3[N:12]=2)[CH:10]=1)=[O:5])[CH3:2]. The yield is 0.810. (2) The reactants are CCO[C:4](/[N:6]=N/C(OCC)=O)=O.C1C=CC(P(C2C=CC=CC=2)C2C=CC=CC=2)=CC=1.O[CH2:33][CH2:34][C:35]1[O:36][C:37]([CH2:40][CH2:41][O:42][CH2:43][C:44]2[CH:49]=[CH:48][CH:47]=[CH:46][CH:45]=2)=[CH:38][CH:39]=1.CC(C)(O)C#N. The catalyst is C1COCC1. The product is [C:44]1([CH2:43][O:42][CH2:41][CH2:40][C:37]2[O:36][C:35]([CH2:34][CH2:33][C:4]#[N:6])=[CH:39][CH:38]=2)[CH:49]=[CH:48][CH:47]=[CH:46][CH:45]=1. The yield is 0.260. (3) The reactants are [H-].[H-].[H-].[H-].[Li+].[Al+3].[C:7]([O:11][C:12]([NH:14][C:15]1([C:30]([NH:32][C@H:33]([C:39]2[CH:44]=[CH:43][C:42]([Cl:45])=[CH:41][CH:40]=2)[CH2:34][C:35](OC)=[O:36])=[O:31])[CH2:20][CH2:19][N:18]([C:21]2[C:22]3[CH:29]=[CH:28][NH:27][C:23]=3[N:24]=[CH:25][N:26]=2)[CH2:17][CH2:16]1)=[O:13])([CH3:10])([CH3:9])[CH3:8]. The catalyst is C1COCC1. The product is [Cl:45][C:42]1[CH:41]=[CH:40][C:39]([C@@H:33]([NH:32][C:30]([C:15]2([NH:14][C:12](=[O:13])[O:11][C:7]([CH3:9])([CH3:8])[CH3:10])[CH2:16][CH2:17][N:18]([C:21]3[C:22]4[CH:29]=[CH:28][NH:27][C:23]=4[N:24]=[CH:25][N:26]=3)[CH2:19][CH2:20]2)=[O:31])[CH2:34][CH2:35][OH:36])=[CH:44][CH:43]=1. The yield is 0.860. (4) The reactants are [NH2:1][C:2]1[N:6]([C:7]2[CH:12]=[CH:11][C:10]([S:13]([CH3:16])(=[O:15])=[O:14])=[CH:9][CH:8]=2)[N:5]=[C:4]([CH3:17])[C:3]=1[C:18]#[N:19].[C:20](Cl)(=[O:22])[CH3:21]. No catalyst specified. The product is [C:18]([C:3]1[C:4]([CH3:17])=[N:5][N:6]([C:7]2[CH:8]=[CH:9][C:10]([S:13]([CH3:16])(=[O:15])=[O:14])=[CH:11][CH:12]=2)[C:2]=1[NH:1][C:20](=[O:22])[CH3:21])#[N:19]. The yield is 0.560. (5) The reactants are [CH2:1]([C@@H:8]([C@@H:15]([OH:22])[C:16]([O:18]C(C)C)=[O:17])[C:9]([O:11]C(C)C)=[O:10])[C:2]1[CH:7]=[CH:6][CH:5]=[CH:4][CH:3]=1.[OH-].[K+]. The catalyst is C1COCC1.O. The product is [CH2:1]([C@H:8]([C@H:15]([OH:22])[C:16]([OH:18])=[O:17])[C:9]([OH:11])=[O:10])[C:2]1[CH:3]=[CH:4][CH:5]=[CH:6][CH:7]=1. The yield is 0.290. (6) The reactants are [C:1]([O:5][C:6]([N:8]1[CH2:16][C:15]2[C:10](=[CH:11][CH:12]=[C:13]([CH:17]=C)[CH:14]=2)[CH2:9]1)=[O:7])([CH3:4])([CH3:3])[CH3:2].I([O-])(=O)(=O)=[O:20].[Na+]. The catalyst is C1COCC1.O.C(OCC)(=O)C.[Os](=O)(=O)(=O)=O. The product is [C:1]([O:5][C:6]([N:8]1[CH2:16][C:15]2[C:10](=[CH:11][CH:12]=[C:13]([CH:17]=[O:20])[CH:14]=2)[CH2:9]1)=[O:7])([CH3:4])([CH3:3])[CH3:2]. The yield is 0.620.